Task: Predict the reactants needed to synthesize the given product.. Dataset: Full USPTO retrosynthesis dataset with 1.9M reactions from patents (1976-2016) (1) Given the product [F:12][C:10]1[CH:9]=[CH:8][CH:7]=[C:6]2[C:11]=1[C:2]([NH:20][C:21]1[C:22]([C:33]#[N:34])=[N:23][CH:24]=[C:25]([N:27]3[CH2:28][CH2:29][O:30][CH2:31][CH2:32]3)[CH:26]=1)=[C:3]([CH3:19])[C:4]([C:13]1[CH:18]=[CH:17][CH:16]=[CH:15][N:14]=1)=[N:5]2, predict the reactants needed to synthesize it. The reactants are: Cl[C:2]1[C:11]2[C:6](=[CH:7][CH:8]=[CH:9][C:10]=2[F:12])[N:5]=[C:4]([C:13]2[CH:18]=[CH:17][CH:16]=[CH:15][N:14]=2)[C:3]=1[CH3:19].[NH2:20][C:21]1[C:22]([C:33]#[N:34])=[N:23][CH:24]=[C:25]([N:27]2[CH2:32][CH2:31][O:30][CH2:29][CH2:28]2)[CH:26]=1.Cl.O1CCOCC1. (2) Given the product [Br:34][C:35]1[CH:36]=[C:37]([S:44]([O-:47])(=[O:45])=[O:46])[CH:38]=[C:39]([N+:41]([O-:43])=[O:42])[CH:40]=1.[Na+:62], predict the reactants needed to synthesize it. The reactants are: [N+](C1C=C(S(Cl)(=O)=O)C=CC=1)([O-])=O.FC(F)(F)C(O)=O.S(=O)(=O)(O)O.BrN1C(=O)CCC1=O.[Br:34][C:35]1[CH:36]=[C:37]([S:44]([OH:47])(=[O:46])=[O:45])[CH:38]=[C:39]([N+:41]([O-:43])=[O:42])[CH:40]=1.[N+](C1C=C(S(O)(=O)=O)C=CC=1)([O-])=O.[OH-].[Na+:62]. (3) The reactants are: [F:1][C:2]1[CH:3]=[CH:4][CH:5]=[C:6]2[C:11]=1[CH2:10][C:9](=O)[CH2:8][CH2:7]2.[N+:13]([C:16]1[CH:21]=[CH:20][CH:19]=[CH:18][C:17]=1[S:22]([N:25]([CH2:35][C:36]1[CH:41]=[CH:40][CH:39]=[CH:38][N:37]=1)[CH2:26][C:27]1[CH:32]=[CH:31][C:30]([CH2:33][NH2:34])=[CH:29][CH:28]=1)(=[O:24])=[O:23])([O-:15])=[O:14].[BH-](OC(C)=O)(OC(C)=O)OC(C)=O.[Na+]. Given the product [N+:13]([C:16]1[CH:21]=[CH:20][CH:19]=[CH:18][C:17]=1[S:22]([N:25]([CH2:35][C:36]1[CH:41]=[CH:40][CH:39]=[CH:38][N:37]=1)[CH2:26][C:27]1[CH:32]=[CH:31][C:30]([CH2:33][NH:34][CH:9]2[CH2:8][CH2:7][C:6]3[C:11](=[C:2]([F:1])[CH:3]=[CH:4][CH:5]=3)[CH2:10]2)=[CH:29][CH:28]=1)(=[O:23])=[O:24])([O-:15])=[O:14], predict the reactants needed to synthesize it. (4) The reactants are: [C:1]([C:4]1[O:5][C:6](=O)[C:7]2[C:12]([C:13]=1[C:14]1[CH:19]=[CH:18][CH:17]=[CH:16][CH:15]=1)=[CH:11][C:10]([Br:20])=[CH:9][CH:8]=2)(=[O:3])[CH3:2].[CH2:22]([O:24][C:25]([CH:27]1[CH2:32][CH2:31][N:30]([S:33]([C:36]2[CH:41]=[CH:40][C:39]([CH2:42][NH2:43])=[CH:38][CH:37]=2)(=[O:35])=[O:34])[CH2:29][CH2:28]1)=[O:26])[CH3:23].C(N(CC)CC)C. Given the product [CH2:22]([O:24][C:25]([CH:27]1[CH2:32][CH2:31][N:30]([S:33]([C:36]2[CH:41]=[CH:40][C:39]([CH2:42][N:43]3[C:4]([C:1](=[O:3])[CH3:2])=[C:13]([C:14]4[CH:15]=[CH:16][CH:17]=[CH:18][CH:19]=4)[C:12]4[C:7](=[CH:8][CH:9]=[C:10]([Br:20])[CH:11]=4)[C:6]3=[O:5])=[CH:38][CH:37]=2)(=[O:34])=[O:35])[CH2:29][CH2:28]1)=[O:26])[CH3:23], predict the reactants needed to synthesize it. (5) Given the product [F:13][CH:12]([F:14])[CH2:11][N:10]1[C:4]2[CH:3]=[C:2]([C:53]3[CH:52]=[N:51][NH:50][C:49]=3[CH3:48])[S:6][C:5]=2[C:7](=[O:8])[NH:9][C:17]1([CH3:19])[CH3:18], predict the reactants needed to synthesize it. The reactants are: Br[C:2]1[S:6][C:5]([C:7]([NH2:9])=[O:8])=[C:4]([NH:10][CH2:11][CH:12]([F:14])[F:13])[CH:3]=1.CO[C:17](OC)([CH3:19])[CH3:18].CC1(C)C2(CS(O)(=O)=O)C(CC1CC2)=O.[O-]S([O-])(=O)=O.[Mg+2].C([O-])(O)=O.[Na+].[CH3:48][C:49]1[C:53](B2OC(C)(C)C(C)(C)O2)=[CH:52][N:51](C(OC(C)(C)C)=O)[N:50]=1.C(=O)([O-])[O-].[Na+].[Na+]. (6) Given the product [F:1][C:2]([C:5]1[CH:12]=[CH:11][C:8]([CH:9]2[N:13]([C:14]3[N:15]=[N:16][C:17]([CH3:20])=[CH:18][CH:19]=3)[C:24](=[O:23])[C:25]([OH:38])=[C:26]2[C:27](=[O:28])[C:29]2[CH:30]=[CH:31][C:32]([CH:35]([CH3:36])[CH3:37])=[CH:33][CH:34]=2)=[CH:7][CH:6]=1)([F:4])[CH3:3], predict the reactants needed to synthesize it. The reactants are: [F:1][C:2]([C:5]1[CH:12]=[CH:11][C:8]([CH:9]=O)=[CH:7][CH:6]=1)([F:4])[CH3:3].[NH2:13][C:14]1[N:15]=[N:16][C:17]([CH3:20])=[CH:18][CH:19]=1.C([O:23][C:24](=O)[C:25]([OH:38])=[CH:26][C:27]([C:29]1[CH:34]=[CH:33][C:32]([CH:35]([CH3:37])[CH3:36])=[CH:31][CH:30]=1)=[O:28])C. (7) Given the product [C:8]([C:12]1[C:17]2[CH2:18][CH:19]([CH3:21])[O:20][C:16]=2[CH:15]=[CH:14][C:13]=1[OH:22])([CH3:11])([CH3:9])[CH3:10], predict the reactants needed to synthesize it. The reactants are: FC(F)(F)C(O)=O.[C:8]([C:12]1[C:17]2[CH:18]=[C:19]([CH3:21])[O:20][C:16]=2[CH:15]=[CH:14][C:13]=1[OH:22])([CH3:11])([CH3:10])[CH3:9]. (8) The reactants are: [CH:1]([C:3]1[N:8]=[C:7]([C:9]([F:12])([F:11])[F:10])[N:6]=[C:5]([O:13][CH:14]2[CH2:19][CH2:18][N:17]([C:20]([O:22][C:23]([CH3:26])([CH3:25])[CH3:24])=[O:21])[CH2:16][CH2:15]2)[CH:4]=1)=O.[NH:27]1[CH2:30][CH:29]([OH:31])[CH2:28]1. Given the product [OH:31][CH:29]1[CH2:30][N:27]([CH2:1][C:3]2[N:8]=[C:7]([C:9]([F:11])([F:10])[F:12])[N:6]=[C:5]([O:13][CH:14]3[CH2:19][CH2:18][N:17]([C:20]([O:22][C:23]([CH3:26])([CH3:25])[CH3:24])=[O:21])[CH2:16][CH2:15]3)[CH:4]=2)[CH2:28]1, predict the reactants needed to synthesize it. (9) Given the product [C:23]([CH2:25][C:26]1([N:17]2[CH:16]=[C:15]([C:13]3[N:12]4[CH:20]=[CH:21][N:22]=[C:11]4[CH:10]=[C:9]([C:7]4[CH:6]=[N:5][N:4]([CH:1]([CH3:3])[CH3:2])[CH:8]=4)[N:14]=3)[CH:19]=[N:18]2)[CH2:29][N:28]([C:30]([O:32][C:33]([CH3:36])([CH3:35])[CH3:34])=[O:31])[CH2:27]1)#[N:24], predict the reactants needed to synthesize it. The reactants are: [CH:1]([N:4]1[CH:8]=[C:7]([C:9]2[N:14]=[C:13]([C:15]3[CH:16]=[N:17][NH:18][CH:19]=3)[N:12]3[CH:20]=[CH:21][N:22]=[C:11]3[CH:10]=2)[CH:6]=[N:5]1)([CH3:3])[CH3:2].[C:23]([CH:25]=[C:26]1[CH2:29][N:28]([C:30]([O:32][C:33]([CH3:36])([CH3:35])[CH3:34])=[O:31])[CH2:27]1)#[N:24]. (10) Given the product [Cl:31][C:25]1[CH:24]=[C:23]([C:20]2[CH:21]=[CH:22][N:18]([CH2:17][CH2:16][NH:15][C:12]([C:9]3[NH:10][N:11]=[C:7]([C:2]4[CH:3]=[CH:4][CH:5]=[CH:6][N:1]=4)[CH:8]=3)=[O:14])[N:19]=2)[CH:30]=[CH:29][C:26]=1[C:27]#[N:28], predict the reactants needed to synthesize it. The reactants are: [N:1]1[CH:6]=[CH:5][CH:4]=[CH:3][C:2]=1[C:7]1[CH2:8][C:9]([C:12]([OH:14])=O)=[N:10][N:11]=1.[NH2:15][CH2:16][CH2:17][N:18]1[CH:22]=[CH:21][C:20]([C:23]2[CH:30]=[CH:29][C:26]([C:27]#[N:28])=[C:25]([Cl:31])[CH:24]=2)=[N:19]1.